The task is: Predict the product of the given reaction.. This data is from Forward reaction prediction with 1.9M reactions from USPTO patents (1976-2016). (1) Given the reactants [Br:1][C:2]1[CH:7]=[CH:6][C:5]([OH:8])=[CH:4][CH:3]=1.[CH3:9][C:10]1(O)[CH2:15][CH2:14][CH2:13][CH2:12][CH2:11]1, predict the reaction product. The product is: [Br:1][C:2]1[CH:7]=[CH:6][C:5]([OH:8])=[C:4]([C:10]2([CH3:9])[CH2:15][CH2:14][CH2:13][CH2:12][CH2:11]2)[CH:3]=1. (2) Given the reactants Cl.[CH3:2][NH:3][CH3:4].BrC[CH2:7][CH2:8][CH2:9][C:10]1C=[CH:19][CH:18]=[C:12]2[C:13]([NH:15][C:16](=[O:17])[C:11]=12)=O.C([O-])([O-])=O.[K+].[K+].C[C:28]([CH3:30])=[O:29], predict the reaction product. The product is: [CH3:2][N:3]([CH3:4])[CH2:19][CH2:18][CH2:12][CH2:13][N:15]1[C:16](=[O:17])[C:11]2=[CH:10][CH:9]=[CH:8][CH:7]=[C:30]2[C:28]1=[O:29]. (3) The product is: [CH3:34][O:35][C:36]1[CH:37]=[CH:38][C:39]([C:42]([N:44]=[C:45]=[S:46])=[O:43])=[CH:40][CH:41]=1.[CH3:12][O:13][C:14]1[CH:15]=[C:16]2[C:21](=[CH:22][C:23]=1[O:24][CH3:25])[N:20]=[CH:19][N:18]=[C:17]2[O:26][C:27]1[CH:33]=[CH:32][C:30]([NH:31][C:45]([NH:44][C:42](=[O:43])[C:39]2[CH:40]=[CH:41][C:36]([O:35][CH3:34])=[CH:37][CH:38]=2)=[S:46])=[CH:29][CH:28]=1. Given the reactants COC1C=CC(C(Cl)=O)=CC=1.[CH3:12][O:13][C:14]1[CH:15]=[C:16]2[C:21](=[CH:22][C:23]=1[O:24][CH3:25])[N:20]=[CH:19][N:18]=[C:17]2[O:26][C:27]1[CH:33]=[CH:32][C:30]([NH2:31])=[CH:29][CH:28]=1.[CH3:34][O:35][C:36]1[CH:41]=[CH:40][C:39]([C:42]([N:44]=[C:45]=[S:46])=[O:43])=[CH:38][CH:37]=1, predict the reaction product. (4) Given the reactants [CH3:1][O:2][C:3](=[O:27])[CH2:4][O:5][C:6]1[CH:14]=[C:13]2[CH:15]=[CH:16][CH:17]=[CH:18][C:12]2=[C:11]2[C:7]=1[CH:8]=[C:9]([CH3:26])[N:10]2[CH2:19][CH:20]1[CH2:25][CH2:24][CH2:23][CH2:22][CH2:21]1.C1(C[N:35]2C3C(=C(OC)C=C4C=CC=CC4=3)C=C2C)CCCCC1.B(Br)(Br)Br.BrCC([O:59][CH3:60])=O.[C:61](=[O:64])([O-])[O-].[Cs+].[Cs+], predict the reaction product. The product is: [CH3:1][O:2][C:3](=[O:27])[CH2:4][O:5][C:6]1[CH:14]=[C:13]2[CH:15]=[CH:16][CH:17]=[CH:18][C:12]2=[C:11]2[C:7]=1[C:8]([C:61](=[O:64])[C:60]([NH2:35])=[O:59])=[C:9]([CH3:26])[N:10]2[CH2:19][CH:20]1[CH2:25][CH2:24][CH2:23][CH2:22][CH2:21]1. (5) Given the reactants [NH2:1][C:2]1[CH:3]=[N:4][CH:5]=[C:6]([Cl:9])[C:7]=1[OH:8].[Cl:10][C:11]1[CH:12]=[C:13]([CH2:18][S:19](Cl)(=[O:21])=[O:20])[CH:14]=[C:15]([Cl:17])[CH:16]=1.S(Cl)(Cl)(=O)=O.Cl, predict the reaction product. The product is: [Cl:9][C:6]1[C:7]([OH:8])=[C:2]([NH:1][S:19]([CH2:18][C:13]2[CH:14]=[C:15]([Cl:17])[CH:16]=[C:11]([Cl:10])[CH:12]=2)(=[O:21])=[O:20])[CH:3]=[N:4][CH:5]=1. (6) Given the reactants C([O:3][P:4](/[CH:9]=[CH:10]/[C:11]1[CH:20]=[CH:19][C:18]2[C:13](=[C:14]([C:26]3[C:35]4[C:30](=[CH:31][CH:32]=[CH:33][CH:34]=4)[CH:29]=[CH:28][CH:27]=3)[CH:15]=[C:16]([NH:21][C:22]([O:24][CH3:25])=[O:23])[CH:17]=2)[N:12]=1)(=[O:8])[O:5]CC)C.N1C=CC=CC=1.Br[Si](C)(C)C.C(O)(C)(C)C, predict the reaction product. The product is: [CH3:25][O:24][C:22]([NH:21][C:16]1[CH:17]=[C:18]2[C:13](=[C:14]([C:26]3[C:35]4[C:30](=[CH:31][CH:32]=[CH:33][CH:34]=4)[CH:29]=[CH:28][CH:27]=3)[CH:15]=1)[N:12]=[C:11](/[CH:10]=[CH:9]/[P:4](=[O:3])([OH:8])[OH:5])[CH:20]=[CH:19]2)=[O:23].